Dataset: Reaction yield outcomes from USPTO patents with 853,638 reactions. Task: Predict the reaction yield, written as a fraction of the theoretical maximum amount of product (1.0 means a 100% yield; for example, 0.34 means a 34% yield). (1) The reactants are [NH2:1][C:2]1[N:7]=[C:6](Cl)[CH:5]=[C:4]([C:9]2[CH:14]=[C:13]([C:15]3[CH:20]=[CH:19][N:18]=[C:17]([NH2:21])[N:16]=3)[CH:12]=[CH:11][C:10]=2[OH:22])[N:3]=1.[C:23]([O:27][C:28](N1CCNCC1)=[O:29])([CH3:26])([CH3:25])[CH3:24].C[CH2:37][N:38](C(C)C)[CH:39](C)C.C[N:46]([CH:48]=O)[CH3:47]. The product is [NH2:1][C:2]1[N:7]=[C:6]([N:46]2[CH2:48][CH2:39][NH:38][CH2:37][CH:47]2[C:28]([O:27][C:23]([CH3:26])([CH3:25])[CH3:24])=[O:29])[CH:5]=[C:4]([C:9]2[CH:14]=[C:13]([C:15]3[CH:20]=[CH:19][N:18]=[C:17]([NH2:21])[N:16]=3)[CH:12]=[CH:11][C:10]=2[OH:22])[N:3]=1. The yield is 0.340. No catalyst specified. (2) The reactants are [NH2:1][N:2]1[CH:6]=[C:5]([C:7]([O:9][CH2:10][CH3:11])=[O:8])[CH:4]=[C:3]1[C:12]([O:14]CC)=O.C(O[C:20](OCC)([CH3:23])[C:21]#[N:22])C.CC1C=CC(S(O)(=O)=O)=CC=1.C1CCN2C(=NCCC2)CC1. The catalyst is C(Cl)Cl. The product is [C:21]([C:20]1[CH:23]=[N:1][N:2]2[CH:6]=[C:5]([C:7]([O:9][CH2:10][CH3:11])=[O:8])[CH:4]=[C:3]2[C:12]=1[OH:14])#[N:22]. The yield is 0.500. (3) The reactants are [NH2:1][C:2]1[CH:3]=[C:4]2[C:8](=[CH:9][C:10]=1[NH2:11])[N:7]([CH2:12][CH3:13])[C:6](=[O:14])[C:5]2([CH3:16])[CH3:15].C(O[C:20]([C:22]1[C:26]2[CH2:27][N:28]([CH2:31][C:32]3[CH:37]=[CH:36][CH:35]=[CH:34][CH:33]=3)[CH2:29][CH2:30][C:25]=2[NH:24][N:23]=1)=O)C.O=P12OP3(OP(OP(O3)(O1)=O)(=O)O2)=O. No catalyst specified. The product is [CH2:31]([N:28]1[CH2:29][CH2:30][C:25]2[NH:24][N:23]=[C:22]([C:20]3[NH:11][C:10]4[C:2]([N:1]=3)=[CH:3][C:4]3[C:5]([CH3:15])([CH3:16])[C:6](=[O:14])[N:7]([CH2:12][CH3:13])[C:8]=3[CH:9]=4)[C:26]=2[CH2:27]1)[C:32]1[CH:33]=[CH:34][CH:35]=[CH:36][CH:37]=1. The yield is 0.260.